Dataset: Full USPTO retrosynthesis dataset with 1.9M reactions from patents (1976-2016). Task: Predict the reactants needed to synthesize the given product. (1) Given the product [CH:1]([O:4][C:5]1([C:8]2[CH:13]=[CH:12][C:11]([C:14]#[C:15][C:16]3[CH:17]=[CH:18][C:19]([C:31]([OH:33])=[O:29])=[CH:20][CH:21]=3)=[CH:10][C:9]=2[CH2:27][CH3:28])[CH2:7][CH2:6]1)([CH3:2])[CH3:3], predict the reactants needed to synthesize it. The reactants are: [CH:1]([O:4][C:5]1([C:8]2[CH:13]=[CH:12][C:11]([C:14]#[C:15][C:16]3[CH:21]=[CH:20][C:19](CC(OC)=O)=[CH:18][CH:17]=3)=[CH:10][C:9]=2[CH2:27][CH3:28])[CH2:7][CH2:6]1)([CH3:3])[CH3:2].[OH-:29].[Na+].[CH2:31]([OH:33])C. (2) Given the product [CH3:22][O:23][C:24]1[C:37]([O:38][CH3:39])=[CH:36][CH:35]=[CH:34][C:25]=1[O:26][C:27]1[C:32]([NH:33][C:4]([NH:40][C:41]2[S:42][CH:43]=[CH:44][N:45]=2)=[O:11])=[CH:31][CH:30]=[CH:29][N:28]=1, predict the reactants needed to synthesize it. The reactants are: COC1C(OC)=CC=C[C:4]=1[OH:11].BrC1C([N+]([O-])=O)=CC=CN=1.[CH3:22][O:23][C:24]1[C:37]([O:38][CH3:39])=[CH:36][CH:35]=[CH:34][C:25]=1[O:26][C:27]1[C:32]([NH2:33])=[CH:31][CH:30]=[CH:29][N:28]=1.[NH2:40][C:41]1[S:42][CH:43]=[CH:44][N:45]=1. (3) Given the product [CH2:44]1[CH2:45][CH2:46][CH2:47][CH2:48][CH:43]1[CH2:49][C:50]([N:1]1[CH2:6][CH2:5][N:4]([C:15](=[O:17])[CH2:14][C:11]2[CH:10]=[CH:9][C:8]([NH2:7])=[CH:13][CH:12]=2)[CH2:3][CH2:2]1)=[O:51], predict the reactants needed to synthesize it. The reactants are: [NH:1]1[CH2:6][CH2:5][NH:4][CH2:3][CH2:2]1.[NH2:7][C:8]1[CH:13]=[CH:12][C:11]([CH2:14][C:15]([OH:17])=O)=[CH:10][CH:9]=1.C1CCC(N=C=NC2CCCCC2)CC1.C1C=CC2N(O)N=NC=2C=1.[CH:43]1([CH2:49][C:50](O)=[O:51])[CH2:48][CH2:47][CH2:46][CH2:45][CH2:44]1. (4) Given the product [CH3:11][C:6]1[CH:5]=[C:4]([C:12]2[C:18]3[CH:19]=[C:20]4[O:25][CH2:24][O:23][C:21]4=[CH:22][C:17]=3[CH2:16][C@@H:15]([CH3:26])[N:14]([C:27]3[S:29][CH:30]=[CH:31][N:28]=3)[N:13]=2)[CH:3]=[C:2]([CH3:1])[C:7]=1[N+:8]([O-:10])=[O:9], predict the reactants needed to synthesize it. The reactants are: [CH3:1][C:2]1[CH:3]=[C:4]([C:12]2[C:18]3[CH:19]=[C:20]4[O:25][CH2:24][O:23][C:21]4=[CH:22][C:17]=3[CH2:16][C@@H:15]([CH3:26])[N:14]([C:27](=[S:29])[NH2:28])[N:13]=2)[CH:5]=[C:6]([CH3:11])[C:7]=1[N+:8]([O-:10])=[O:9].[CH2:30](OC(OCC)CBr)[CH3:31]. (5) Given the product [C:1]([O:5][C:6]([NH:8][C@H:9]([CH2:16][C:17]1[CH:22]=[CH:21][CH:20]=[CH:19][C:18]=1[F:23])[CH2:10][S:26][C:24](=[O:27])[CH3:25])=[O:7])([CH3:2])([CH3:3])[CH3:4], predict the reactants needed to synthesize it. The reactants are: [C:1]([O:5][C:6]([NH:8][C@H:9]([CH2:16][C:17]1[CH:22]=[CH:21][CH:20]=[CH:19][C:18]=1[F:23])[CH2:10]OS(C)(=O)=O)=[O:7])([CH3:4])([CH3:3])[CH3:2].[C:24]([O-:27])(=[S:26])[CH3:25].[K+]. (6) Given the product [CH3:10][C:11]1([CH3:18])[O:15][CH:14]([CH2:16][O:17][C:2]2[CH:3]=[CH:4][C:5]([CH:8]=[O:9])=[N:6][CH:7]=2)[CH2:13][O:12]1, predict the reactants needed to synthesize it. The reactants are: F[C:2]1[CH:3]=[CH:4][C:5]([CH:8]=[O:9])=[N:6][CH:7]=1.[CH3:10][C:11]1([CH3:18])[O:15][CH:14]([CH2:16][OH:17])[CH2:13][O:12]1.ClCCCl.